This data is from Peptide-MHC class I binding affinity with 185,985 pairs from IEDB/IMGT. The task is: Regression. Given a peptide amino acid sequence and an MHC pseudo amino acid sequence, predict their binding affinity value. This is MHC class I binding data. (1) The peptide sequence is STANVSLAAI. The MHC is HLA-A01:01 with pseudo-sequence HLA-A01:01. The binding affinity (normalized) is 0.00404. (2) The MHC is HLA-A68:02 with pseudo-sequence HLA-A68:02. The peptide sequence is IISYIILFI. The binding affinity (normalized) is 0.839. (3) The peptide sequence is CNRIYARL. The MHC is H-2-Kb with pseudo-sequence H-2-Kb. The binding affinity (normalized) is 0.735. (4) The peptide sequence is NGTRAENRTY. The MHC is Mamu-B52 with pseudo-sequence Mamu-B52. The binding affinity (normalized) is 0.195. (5) The peptide sequence is RRARSLSAERY. The MHC is HLA-B35:01 with pseudo-sequence HLA-B35:01. The binding affinity (normalized) is 0. (6) The binding affinity (normalized) is 0.0847. The MHC is HLA-A02:11 with pseudo-sequence HLA-A02:11. The peptide sequence is TLKDGDFIL.